This data is from Full USPTO retrosynthesis dataset with 1.9M reactions from patents (1976-2016). The task is: Predict the reactants needed to synthesize the given product. (1) Given the product [Cl:10][C:11]1[CH:12]=[CH:13][C:14]([O:33][CH2:34][C:35]2[CH:36]=[CH:37][CH:38]=[CH:39][CH:40]=2)=[C:15]([C:17]2[N:18]([C:23]3[CH:24]=[C:25]([S:29]([NH:32][C:1]([C:2]4[CH:7]=[CH:6][CH:5]=[CH:4][CH:3]=4)=[O:8])(=[O:31])=[O:30])[CH:26]=[CH:27][CH:28]=3)[C:19]([CH2:22][CH3:41])=[CH:20][CH:21]=2)[CH:16]=1, predict the reactants needed to synthesize it. The reactants are: [C:1](Cl)(=[O:8])[C:2]1[CH:7]=[CH:6][CH:5]=[CH:4][CH:3]=1.[Cl:10][C:11]1[CH:12]=[CH:13][C:14]([O:33][CH2:34][C:35]2[CH:40]=[CH:39][CH:38]=[CH:37][CH:36]=2)=[C:15]([C:17]2[N:18]([C:23]3[CH:24]=[C:25]([S:29]([NH2:32])(=[O:31])=[O:30])[CH:26]=[CH:27][CH:28]=3)[C:19]([CH3:22])=[CH:20][CH:21]=2)[CH:16]=1.[CH2:41](N(CC)CC)C. (2) Given the product [OH:11][N:10]=[C:1]([NH2:9])[CH2:2][CH2:3][CH2:4][CH2:5][CH2:6][CH2:7][CH3:8], predict the reactants needed to synthesize it. The reactants are: [C:1](#[N:9])[CH2:2][CH2:3][CH2:4][CH2:5][CH2:6][CH2:7][CH3:8].[NH2:10][OH:11].O. (3) Given the product [CH3:8][C:9]1[CH:17]=[CH:16][C:12]([C:13]([NH:7][C:5]2[S:6][C:2]([CH3:1])=[CH:3][N:4]=2)=[O:14])=[CH:11][CH:10]=1, predict the reactants needed to synthesize it. The reactants are: [CH3:1][C:2]1[S:6][C:5]([NH2:7])=[N:4][CH:3]=1.[CH3:8][C:9]1[CH:17]=[CH:16][C:12]([C:13](Cl)=[O:14])=[CH:11][CH:10]=1.C(N(CC)CC)C. (4) The reactants are: Br[C:2]1[CH:3]=[C:4]2[C:9](=[CH:10][CH:11]=1)[NH:8][C:7](=[O:12])[CH:6]=[CH:5]2.CN(C=O)C.[NH:18]1[CH:22]=[CH:21][CH:20]=[N:19]1.C(=O)([O-])[O-].[K+].[K+]. Given the product [N:18]1([C:2]2[CH:3]=[C:4]3[C:9](=[CH:10][CH:11]=2)[NH:8][C:7](=[O:12])[CH:6]=[CH:5]3)[CH:22]=[CH:21][CH:20]=[N:19]1, predict the reactants needed to synthesize it. (5) Given the product [Cl:29][C:30]1[C:31]2[C:32](=[N:36][N:37]([CH2:27][C:24]3[CH:23]=[N:22][C:21]([N:15]4[CH2:20][CH2:19][CH2:18][CH2:17][CH2:16]4)=[CH:26][N:25]=3)[CH:38]=2)[N:33]=[CH:34][N:35]=1, predict the reactants needed to synthesize it. The reactants are: N(/C(OC(C)C)=O)=N\C(OC(C)C)=O.[N:15]1([C:21]2[N:22]=[CH:23][C:24]([CH2:27]O)=[N:25][CH:26]=2)[CH2:20][CH2:19][CH2:18][CH2:17][CH2:16]1.[Cl:29][C:30]1[C:31]2[C:32](=[N:36][NH:37][CH:38]=2)[N:33]=[CH:34][N:35]=1.C1(P(C2C=CC=CC=2)C2C=CC=CC=2)C=CC=CC=1.